From a dataset of Full USPTO retrosynthesis dataset with 1.9M reactions from patents (1976-2016). Predict the reactants needed to synthesize the given product. (1) Given the product [Cl:23][CH2:24][CH2:25][CH2:26][CH2:27][CH:9]([C:3]1[CH:4]=[CH:5][C:6]([F:8])=[CH:7][C:2]=1[F:1])[C:10]([OH:12])=[O:11], predict the reactants needed to synthesize it. The reactants are: [F:1][C:2]1[CH:7]=[C:6]([F:8])[CH:5]=[CH:4][C:3]=1[CH2:9][C:10]([OH:12])=[O:11].C[Si]([N-][Si](C)(C)C)(C)C.[Na+].[Cl:23][CH2:24][CH2:25][CH2:26][CH2:27]I. (2) Given the product [Cl:1][C:2]1[CH:3]=[CH:4][C:5]([C:8]2[C:14]3[CH:15]=[C:16]([O:19][CH2:20][C:21]([NH:40][C:41]4[CH:46]=[CH:45][CH:44]=[C:43]([OH:47])[C:42]=4[OH:48])=[O:29])[CH:17]=[CH:18][C:13]=3[N:12]3[C:30]([CH3:33])=[N:31][N:32]=[C:11]3[C@H:10]([CH2:34][C:35]([NH:37][CH2:38][CH3:39])=[O:36])[N:9]=2)=[CH:6][CH:7]=1, predict the reactants needed to synthesize it. The reactants are: [Cl:1][C:2]1[CH:7]=[CH:6][C:5]([C:8]2[C:14]3[CH:15]=[C:16]([O:19][CH2:20][C:21](=[O:29])NC4C=CC=CC=4)[CH:17]=[CH:18][C:13]=3[N:12]3[C:30]([CH3:33])=[N:31][N:32]=[C:11]3[C@H:10]([CH2:34][C:35]([NH:37][CH2:38][CH3:39])=[O:36])[N:9]=2)=[CH:4][CH:3]=1.[NH2:40][C:41]1[CH:46]=[CH:45][CH:44]=[C:43]([OH:47])[C:42]=1[OH:48]. (3) The reactants are: [NH2:1][C:2]1[C:7]([NH2:8])=[C:6]([C:9]2[CH:14]=[CH:13][C:12]([CH2:15][NH:16][C:17](=[O:19])[O-:18])=[C:11]([F:20])[CH:10]=2)[CH:5]=[CH:4][N:3]=1.[CH3:21][O:22][C:23]1[CH:30]=[CH:29][CH:28]=[CH:27][C:24]=1[CH:25]=O. Given the product [F:20][C:11]1[CH:10]=[C:9]([C:6]2[CH:5]=[CH:4][N:3]=[C:2]3[NH:1][C:25]([C:24]4[CH:27]=[CH:28][CH:29]=[CH:30][C:23]=4[O:22][CH3:21])=[N:8][C:7]=23)[CH:14]=[CH:13][C:12]=1[CH2:15][NH:16][C:17](=[O:18])[O:19][C:6]([CH3:9])([CH3:7])[CH3:5], predict the reactants needed to synthesize it.